Predict the reactants needed to synthesize the given product. From a dataset of Full USPTO retrosynthesis dataset with 1.9M reactions from patents (1976-2016). (1) Given the product [CH:21]1([C:18]2[CH:19]=[N:20][C:11]([NH:10][C:6]3[CH:5]=[C:4]4[C:9](=[CH:8][CH:7]=3)[N:1]([C:28]3[CH:29]=[CH:30][C:25]([F:24])=[CH:26][CH:27]=3)[CH:2]=[CH:3]4)=[C:12]([CH:17]=2)[C:13]([O:15][CH3:16])=[O:14])[CH2:23][CH2:22]1, predict the reactants needed to synthesize it. The reactants are: [NH:1]1[C:9]2[C:4](=[CH:5][C:6]([NH:10][C:11]3[N:20]=[CH:19][C:18]([CH:21]4[CH2:23][CH2:22]4)=[CH:17][C:12]=3[C:13]([O:15][CH3:16])=[O:14])=[CH:7][CH:8]=2)[CH:3]=[CH:2]1.[F:24][C:25]1[CH:30]=[CH:29][C:28](I)=[CH:27][CH:26]=1.[C@@H]1(N)CCCC[C@H]1N.P([O-])([O-])([O-])=O.[K+].[K+].[K+]. (2) Given the product [CH3:1][S:2]([C:5]1[CH:6]=[CH:7][C:8]([O:14][C@H:15]([CH3:20])[C:16]([F:19])([F:18])[F:17])=[C:9]([C:10]([N:33]2[CH2:34][CH2:35][N:30]([C:28]3[S:29][C:25]([CH2:24][C:23]([F:37])([F:22])[F:36])=[CH:26][N:27]=3)[CH2:31][CH2:32]2)=[O:12])[CH:13]=1)(=[O:3])=[O:4], predict the reactants needed to synthesize it. The reactants are: [CH3:1][S:2]([C:5]1[CH:6]=[CH:7][C:8]([O:14][C@H:15]([CH3:20])[C:16]([F:19])([F:18])[F:17])=[C:9]([CH:13]=1)[C:10]([OH:12])=O)(=[O:4])=[O:3].Cl.[F:22][C:23]([F:37])([F:36])[CH2:24][C:25]1[S:29][C:28]([N:30]2[CH2:35][CH2:34][NH:33][CH2:32][CH2:31]2)=[N:27][CH:26]=1. (3) The reactants are: Br[C:2]1[C:3]2C=C3[C@@H](CC(O)=O)CCN3C=2C=C(F)[CH:10]=1.Br[C:20]1[C:21]2[CH:22]=[C:23]3[C@@H:32]([CH2:33][C:34]([O:36][CH3:37])=[O:35])[CH2:31][CH2:30][N:24]3[C:25]=2[CH:26]=[C:27]([F:29])[CH:28]=1. Given the product [CH3:37][O:36][C:34](=[O:35])[CH2:33][C@@H:32]1[C:23]2=[CH:22][C:21]3[C:20]([CH:2]([CH3:3])[CH3:10])=[CH:28][C:27]([F:29])=[CH:26][C:25]=3[N:24]2[CH2:30][CH2:31]1, predict the reactants needed to synthesize it.